This data is from Human liver microsome stability data. The task is: Regression/Classification. Given a drug SMILES string, predict its absorption, distribution, metabolism, or excretion properties. Task type varies by dataset: regression for continuous measurements (e.g., permeability, clearance, half-life) or binary classification for categorical outcomes (e.g., BBB penetration, CYP inhibition). Dataset: hlm. (1) The drug is CC(C)(C)c1ccc(NC(=O)N2CCCN(C(=O)C3CCCCC3)CC2)cc1. The result is 1 (stable in human liver microsomes). (2) The drug is O=C(Nc1ccc(C(=O)NCCN2CCCCC2)cc1)Nc1ccc(-c2nc(O[C@H]3CCOC3)nc(N3CCOCC3)n2)cc1. The result is 0 (unstable in human liver microsomes).